Dataset: Full USPTO retrosynthesis dataset with 1.9M reactions from patents (1976-2016). Task: Predict the reactants needed to synthesize the given product. (1) Given the product [CH2:1]([O:8][C:9](=[O:18])[NH:10][C@@H:11]([CH:15]([CH3:17])[CH3:16])[CH2:12][CH2:13][N:39]([CH2:38][C@@H:25]1[C@@H:23]2[C@@H:22]([O:21][C:20]([CH3:41])([CH3:19])[O:24]2)[C@H:27]([N:28]2[CH:36]=[N:35][C:34]3[C:29]2=[N:30][CH:31]=[N:32][C:33]=3[NH2:37])[O:26]1)[CH3:40])[C:2]1[CH:7]=[CH:6][CH:5]=[CH:4][CH:3]=1, predict the reactants needed to synthesize it. The reactants are: [CH2:1]([O:8][C:9](=[O:18])[NH:10][C@@H:11]([CH:15]([CH3:17])[CH3:16])[CH2:12][CH:13]=O)[C:2]1[CH:7]=[CH:6][CH:5]=[CH:4][CH:3]=1.[CH3:19][C:20]1([CH3:41])[O:24][C@@H:23]2[C@@H:25]([CH2:38][NH:39][CH3:40])[O:26][C@@H:27]([N:28]3[CH:36]=[N:35][C:34]4[C:29]3=[N:30][CH:31]=[N:32][C:33]=4[NH2:37])[C@@H:22]2[O:21]1.[BH-](OC(C)=O)(OC(C)=O)OC(C)=O.[Na+]. (2) Given the product [Br:1][C:2]1[CH:7]=[C:6]([C:8]([F:17])([C:13]([F:16])([F:15])[F:14])[C:9]([F:12])([F:11])[F:10])[CH:5]=[C:4]([C:18]([F:21])([F:20])[F:19])[C:3]=1[NH:22][C:23](=[O:34])[C:24]1[CH:29]=[CH:28][CH:27]=[C:26]([N+:30]([O-:32])=[O:31])[C:25]=1[F:35], predict the reactants needed to synthesize it. The reactants are: [Br:1][C:2]1[CH:7]=[C:6]([C:8]([F:17])([C:13]([F:16])([F:15])[F:14])[C:9]([F:12])([F:11])[F:10])[CH:5]=[C:4]([C:18]([F:21])([F:20])[F:19])[C:3]=1[NH:22][C:23](=[O:34])[C:24]1[CH:29]=[CH:28][CH:27]=[C:26]([N+:30]([O-:32])=[O:31])[C:25]=1Cl.[F-:35].[K+]. (3) Given the product [O:82]=[C:77]1[CH:78]=[CH:79][C:80](=[O:81])[N:76]1[CH2:75][CH2:74][C:73]([NH:72][CH2:71][CH2:70][O:69][CH2:68][CH2:67][O:66][CH2:65][CH2:64][O:63][CH2:62][CH2:61][O:60][CH2:59][CH2:58][O:57][CH2:56][CH2:55][O:54][CH2:53][CH2:52][O:51][CH2:50][CH2:49][O:48][CH2:47][CH2:46][C:45]([NH:1][CH2:2][CH2:3][CH2:4][O:5][C:6]1[CH:7]=[CH:8][C:9]([NH:12][C:13](=[O:36])[C@@H:14]([NH:19][C:20](=[O:35])[CH2:21][NH:22][C:23](=[O:34])[C:24]2[CH:29]=[CH:28][CH:27]=[C:26]([NH:30][C:31]([NH2:33])=[NH:32])[CH:25]=2)[CH2:15][C:16]([OH:18])=[O:17])=[CH:10][CH:11]=1)=[O:44])=[O:83], predict the reactants needed to synthesize it. The reactants are: [NH2:1][CH2:2][CH2:3][CH2:4][O:5][C:6]1[CH:11]=[CH:10][C:9]([NH:12][C:13](=[O:36])[C@@H:14]([NH:19][C:20](=[O:35])[CH2:21][NH:22][C:23](=[O:34])[C:24]2[CH:29]=[CH:28][CH:27]=[C:26]([NH:30][C:31]([NH2:33])=[NH:32])[CH:25]=2)[CH2:15][C:16]([OH:18])=[O:17])=[CH:8][CH:7]=1.O=C1CCC(=O)N1[O:44][C:45](=O)[CH2:46][CH2:47][O:48][CH2:49][CH2:50][O:51][CH2:52][CH2:53][O:54][CH2:55][CH2:56][O:57][CH2:58][CH2:59][O:60][CH2:61][CH2:62][O:63][CH2:64][CH2:65][O:66][CH2:67][CH2:68][O:69][CH2:70][CH2:71][NH:72][C:73](=[O:83])[CH2:74][CH2:75][N:76]1[C:80](=[O:81])[CH:79]=[CH:78][C:77]1=[O:82].CCN(C(C)C)C(C)C.